From a dataset of Full USPTO retrosynthesis dataset with 1.9M reactions from patents (1976-2016). Predict the reactants needed to synthesize the given product. (1) The reactants are: [F:1][C:2]1[CH:10]=[CH:9][C:5]([C:6](Cl)=[O:7])=[CH:4][CH:3]=1.[N:11]1([C:17]2[CH:22]=[CH:21][C:20]([OH:23])=[CH:19][CH:18]=2)[CH2:16][CH2:15][NH:14][CH2:13][CH2:12]1.C(N(CC)CC)C. Given the product [F:1][C:2]1[CH:10]=[CH:9][C:5]([C:6]([N:14]2[CH2:13][CH2:12][N:11]([C:17]3[CH:18]=[CH:19][C:20]([OH:23])=[CH:21][CH:22]=3)[CH2:16][CH2:15]2)=[O:7])=[CH:4][CH:3]=1, predict the reactants needed to synthesize it. (2) Given the product [CH2:37]([O:36][C:34](=[O:35])[CH2:33][O:31][CH:17]([C:8]1[CH:7]=[CH:6][CH:5]=[C:4]([F:3])[C:9]=1[C:10]1[CH:15]=[CH:14][CH:13]=[C:12]([CH3:16])[CH:11]=1)[C@@H:18]1[CH2:23][CH2:22][CH2:21][N:20]([C:24]([O:26][C:27]([CH3:28])([CH3:30])[CH3:29])=[O:25])[CH2:19]1)[CH3:38], predict the reactants needed to synthesize it. The reactants are: [H-].[Na+].[F:3][C:4]1[C:9]([C:10]2[CH:15]=[CH:14][CH:13]=[C:12]([CH3:16])[CH:11]=2)=[C:8]([CH:17]([OH:31])[C@@H:18]2[CH2:23][CH2:22][CH2:21][N:20]([C:24]([O:26][C:27]([CH3:30])([CH3:29])[CH3:28])=[O:25])[CH2:19]2)[CH:7]=[CH:6][CH:5]=1.Br[CH2:33][C:34]([O:36][CH2:37][CH3:38])=[O:35].[NH4+].[Cl-]. (3) Given the product [C:3]([CH2:5][CH2:6][NH:7][C:8]([C:10]1([CH2:23][CH2:24][CH2:25][CH2:26][N:27]2[CH2:28][CH2:29][N:30]([C:33]3[CH:42]=[CH:41][C:40]4[C:35](=[CH:36][CH:37]=[CH:38][CH:39]=4)[N:34]=3)[CH2:31][CH2:32]2)[C:11]2[CH:12]=[CH:13][CH:14]=[CH:15][C:16]=2[C:17]2[C:22]1=[CH:21][CH:20]=[CH:19][CH:18]=2)=[O:9])([OH:4])=[O:2], predict the reactants needed to synthesize it. The reactants are: C[O:2][C:3]([CH2:5][CH2:6][NH:7][C:8]([C:10]1([CH2:23][CH2:24][CH2:25][CH2:26][N:27]2[CH2:32][CH2:31][N:30]([C:33]3[CH:42]=[CH:41][C:40]4[C:35](=[CH:36][CH:37]=[CH:38][CH:39]=4)[N:34]=3)[CH2:29][CH2:28]2)[C:22]2[CH:21]=[CH:20][CH:19]=[CH:18][C:17]=2[C:16]2[C:11]1=[CH:12][CH:13]=[CH:14][CH:15]=2)=[O:9])=[O:4]. (4) Given the product [CH2:21]([C:25]1[CH:26]=[CH:27][C:28]([NH:29][C:4]2[C:9]([N+:10]([O-:12])=[O:11])=[CH:8][CH:7]=[C:6]([Cl:13])[N:5]=2)=[CH:30][CH:31]=1)[CH2:22][CH2:23][CH3:24], predict the reactants needed to synthesize it. The reactants are: CO.Cl[C:4]1[C:9]([N+:10]([O-:12])=[O:11])=[CH:8][CH:7]=[C:6]([Cl:13])[N:5]=1.C(N(CC)CC)C.[CH2:21]([C:25]1[CH:31]=[CH:30][C:28]([NH2:29])=[CH:27][CH:26]=1)[CH2:22][CH2:23][CH3:24]. (5) Given the product [N:1]1[CH:6]=[CH:5][CH:4]=[N:3][C:2]=1[N:7]1[CH2:8][CH2:9][CH:10]([O:13][S:22]([CH3:21])(=[O:24])=[O:23])[CH2:11][CH2:12]1, predict the reactants needed to synthesize it. The reactants are: [N:1]1[CH:6]=[CH:5][CH:4]=[N:3][C:2]=1[N:7]1[CH2:12][CH2:11][CH:10]([OH:13])[CH2:9][CH2:8]1.C(N(CC)CC)C.[CH3:21][S:22](Cl)(=[O:24])=[O:23].O. (6) Given the product [CH2:34]([O:33][C:31]([C:29]1[CH:30]=[N:26][N:27]([C:19]([NH:9][C:8]2[CH:10]=[CH:11][C:5]([O:4][C:3]3[C:2]([CH3:1])=[CH:16][CH:15]=[CH:14][C:13]=3[CH3:17])=[C:6]([CH3:12])[CH:7]=2)=[N:18][C:21]([O:23][CH2:24][CH3:25])=[O:22])[CH:28]=1)=[O:32])[CH3:35], predict the reactants needed to synthesize it. The reactants are: [CH3:1][C:2]1[CH:16]=[CH:15][CH:14]=[C:13]([CH3:17])[C:3]=1[O:4][C:5]1[CH:11]=[CH:10][C:8]([NH2:9])=[CH:7][C:6]=1[CH3:12].[N:18]([C:21]([O:23][CH2:24][CH3:25])=[O:22])=[C:19]=S.[NH:26]1[CH:30]=[C:29]([C:31]([O:33][CH2:34][CH3:35])=[O:32])[CH:28]=[N:27]1.CC(C)N=C=NC(C)C. (7) Given the product [C:7]([OH:15])(=[O:14])[CH:8]([CH2:10][C:11]([OH:13])=[O:12])[OH:9].[C:1]([OH:6])(=[O:5])[CH:2]([CH3:4])[OH:3], predict the reactants needed to synthesize it. The reactants are: [C:1]([OH:6])(=[O:5])[C@H:2]([CH3:4])[OH:3].[C:7]([OH:15])(=[O:14])[CH:8]([CH2:10][C:11]([OH:13])=[O:12])[OH:9].C(O)(=O)C(C)O. (8) Given the product [C:32]([O:31][C:29]([N:26]1[CH2:27][CH2:28][CH:23]([N:22]2[CH2:21][CH2:20][C:6]3[N:5]=[C:4]([CH2:1][CH2:2][CH3:3])[C:9]([C:10]([O:12][CH2:13][CH3:14])=[O:11])=[CH:8][C:7]=3[C:15]2=[O:17])[CH2:24][CH2:25]1)=[O:30])([CH3:35])([CH3:33])[CH3:34], predict the reactants needed to synthesize it. The reactants are: [CH2:1]([C:4]1[C:9]([C:10]([O:12][CH2:13][CH3:14])=[O:11])=[CH:8][C:7]([C:15]([O:17]CC)=O)=[C:6]([CH:20]=[CH2:21])[N:5]=1)[CH2:2][CH3:3].[NH2:22][CH:23]1[CH2:28][CH2:27][N:26]([C:29]([O:31][C:32]([CH3:35])([CH3:34])[CH3:33])=[O:30])[CH2:25][CH2:24]1.C(N(C(C)C)C(C)C)C.O. (9) Given the product [CH:20]1([NH:23][S:2]([C:5]2[CH:6]=[C:7]([CH:17]=[CH:18][CH:19]=2)[C:8]([O:10][CH2:11][CH2:12][Si:13]([CH3:16])([CH3:15])[CH3:14])=[O:9])(=[O:4])=[O:3])[CH2:22][CH2:21]1, predict the reactants needed to synthesize it. The reactants are: Cl[S:2]([C:5]1[CH:6]=[C:7]([CH:17]=[CH:18][CH:19]=1)[C:8]([O:10][CH2:11][CH2:12][Si:13]([CH3:16])([CH3:15])[CH3:14])=[O:9])(=[O:4])=[O:3].[CH:20]1([NH2:23])[CH2:22][CH2:21]1.